Dataset: Peptide-MHC class II binding affinity with 134,281 pairs from IEDB. Task: Regression. Given a peptide amino acid sequence and an MHC pseudo amino acid sequence, predict their binding affinity value. This is MHC class II binding data. (1) The peptide sequence is QAGEAETMTPSGLVI. The MHC is DRB4_0101 with pseudo-sequence DRB4_0103. The binding affinity (normalized) is 0. (2) The peptide sequence is FIKVRQYDQILIEICGKKAIGTV. The MHC is HLA-DPA10201-DPB10501 with pseudo-sequence HLA-DPA10201-DPB10501. The binding affinity (normalized) is 0.633. (3) The peptide sequence is CVPKVTFTVEKGSNE. The MHC is DRB1_0802 with pseudo-sequence DRB1_0802. The binding affinity (normalized) is 0.340.